This data is from Forward reaction prediction with 1.9M reactions from USPTO patents (1976-2016). The task is: Predict the product of the given reaction. (1) Given the reactants [H-].[Na+].[CH2:3](P([O-])(=O)[O-])[P:4]([O:9][CH2:10][CH3:11])(=[O:8])[O:5][CH2:6][CH3:7].C([N:23]1[CH2:28][CH2:27][C:26](=O)[CH2:25][CH2:24]1)C1C=CC=CC=1, predict the reaction product. The product is: [CH2:6]([O:5][P:4]([CH2:3][CH:26]1[CH2:27][CH2:28][NH:23][CH2:24][CH2:25]1)(=[O:8])[O:9][CH2:10][CH3:11])[CH3:7]. (2) The product is: [OH:8][C:9]1[CH:10]=[C:11]2[C:15](=[CH:16][CH:17]=1)[N:14]([C:18]([O:20][C:21]([CH3:24])([CH3:23])[CH3:22])=[O:19])[CH:13]=[CH:12]2. Given the reactants [Si]([O:8][C:9]1[CH:10]=[C:11]2[C:15](=[CH:16][CH:17]=1)[N:14]([C:18]([O:20][C:21]([CH3:24])([CH3:23])[CH3:22])=[O:19])[CH:13]=[CH:12]2)(C(C)(C)C)(C)C.CCCC[N+](CCCC)(CCCC)CCCC.[F-], predict the reaction product.